From a dataset of Peptide-MHC class I binding affinity with 185,985 pairs from IEDB/IMGT. Regression. Given a peptide amino acid sequence and an MHC pseudo amino acid sequence, predict their binding affinity value. This is MHC class I binding data. (1) The peptide sequence is AVSEIQNNK. The MHC is HLA-A03:01 with pseudo-sequence HLA-A03:01. The binding affinity (normalized) is 0.703. (2) The binding affinity (normalized) is 0.515. The MHC is HLA-A29:02 with pseudo-sequence HLA-A29:02. The peptide sequence is LRSEAFEYY. (3) The peptide sequence is TAVAKCNQNH. The MHC is HLA-A11:01 with pseudo-sequence HLA-A11:01. The binding affinity (normalized) is 0. (4) The peptide sequence is AMYDPQTYY. The MHC is HLA-B57:01 with pseudo-sequence HLA-B57:01. The binding affinity (normalized) is 0.0847. (5) The peptide sequence is KVFFVNWFR. The MHC is HLA-B08:03 with pseudo-sequence HLA-B08:03. The binding affinity (normalized) is 0.0847. (6) The peptide sequence is FFLFLLYIL. The MHC is HLA-A23:01 with pseudo-sequence HLA-A23:01. The binding affinity (normalized) is 0.326. (7) The peptide sequence is FNFAYLKV. The MHC is H-2-Kb with pseudo-sequence H-2-Kb. The binding affinity (normalized) is 0.613. (8) The MHC is HLA-A03:01 with pseudo-sequence HLA-A03:01. The peptide sequence is MLSIINKRK. The binding affinity (normalized) is 0.556. (9) The peptide sequence is YARYVLQKL. The MHC is HLA-C07:01 with pseudo-sequence HLA-C07:01. The binding affinity (normalized) is 0.374.